From a dataset of Reaction yield outcomes from USPTO patents with 853,638 reactions. Predict the reaction yield, written as a fraction of the theoretical maximum amount of product (1.0 means a 100% yield; for example, 0.34 means a 34% yield). (1) The reactants are CS(N)(=O)=O.CC[C@@H]1[C@@H]2C[C@H]([C@@H](OC3C4C(=CC=CC=4)C(O[C@@H](C4C=CN=C5C=4C=C(OC)C=C5)[C@@H]4N5C[C@H](CC)[C@@H](CC5)C4)=NN=3)C3C=CN=C4C=3C=C([O:27]C)C=C4)N(CC2)C1.[C:64]1([C:70]2[CH2:71][CH2:72][N:73]([C:76]([O:78][C:79]([CH3:82])([CH3:81])[CH3:80])=[O:77])[CH2:74][CH:75]=2)[CH:69]=[CH:68][CH:67]=[CH:66][CH:65]=1.S([O-])([O-])=O.[Na+].[Na+].[OH2:89]. The catalyst is C(O)(C)(C)C. The product is [OH:89][C@H:75]1[C@:70]([OH:27])([C:64]2[CH:65]=[CH:66][CH:67]=[CH:68][CH:69]=2)[CH2:71][CH2:72][N:73]([C:76]([O:78][C:79]([CH3:82])([CH3:81])[CH3:80])=[O:77])[CH2:74]1. The yield is 0.580. (2) The reactants are [CH2:1]([N:8]1CCN(C2SC(C(O)=O)=C(C)N=2)C1=O)[C:2]1[CH:7]=[CH:6][CH:5]=[CH:4][CH:3]=1.[CH3:23][C:24]1[N:25]=[C:26]([N:32]2[CH2:36][CH2:35][N:34]([CH2:37][CH2:38][C:39]3[CH:44]=[CH:43][CH:42]=[CH:41][CH:40]=3)[C:33]2=[O:45])[S:27][C:28]=1[C:29]([OH:31])=O.C(N)C1C=CC=CC=1. No catalyst specified. The product is [CH2:1]([NH:8][C:29]([C:28]1[S:27][C:26]([N:32]2[CH2:36][CH2:35][N:34]([CH2:37][CH2:38][C:39]3[CH:44]=[CH:43][CH:42]=[CH:41][CH:40]=3)[C:33]2=[O:45])=[N:25][C:24]=1[CH3:23])=[O:31])[C:2]1[CH:7]=[CH:6][CH:5]=[CH:4][CH:3]=1. The yield is 0.260. (3) The yield is 1.00. The catalyst is O1CCCC1.O. The product is [F:40][C:18]([F:17])([F:39])[O:19][C:20]1[CH:25]=[CH:24][C:23]([N:26]2[CH:30]=[N:29][C:28]([C:31]3[CH:38]=[CH:37][C:34](/[CH:35]=[CH:11]/[C:12]([O:14][CH2:15][CH3:16])=[O:13])=[CH:33][CH:32]=3)=[N:27]2)=[CH:22][CH:21]=1. The reactants are [H-].[Na+].C(OP([CH2:11][C:12]([O:14][CH2:15][CH3:16])=[O:13])(OCC)=O)C.[F:17][C:18]([F:40])([F:39])[O:19][C:20]1[CH:25]=[CH:24][C:23]([N:26]2[CH:30]=[N:29][C:28]([C:31]3[CH:38]=[CH:37][C:34]([CH:35]=O)=[CH:33][CH:32]=3)=[N:27]2)=[CH:22][CH:21]=1. (4) The reactants are [Cl:1][C:2]1[C:9]([OH:10])=[CH:8][CH:7]=[CH:6][C:3]=1[CH:4]=[O:5].[F:11][C:12]([F:25])([F:24])[S:13](O[S:13]([C:12]([F:25])([F:24])[F:11])(=[O:15])=[O:14])(=[O:15])=[O:14]. The catalyst is N1C=CC=CC=1. The product is [F:11][C:12]([F:25])([F:24])[S:13]([O:10][C:9]1[CH:8]=[CH:7][CH:6]=[C:3]([CH:4]=[O:5])[C:2]=1[Cl:1])(=[O:15])=[O:14]. The yield is 0.920. (5) The reactants are [NH2:1][C:2]1[CH:7]=[CH:6][C:5]([C:8]2[C:12]([C:13]3[CH:18]=[CH:17][N:16]=[C:15]4[NH:19][C:20]([C:22]5[CH:23]=[N:24][C:25]([N:28]6[CH2:33][CH2:32][N:31]([C:34]([O:36][C:37]([CH3:40])([CH3:39])[CH3:38])=[O:35])[CH2:30][CH2:29]6)=[N:26][CH:27]=5)=[CH:21][C:14]=34)=[CH:11][N:10]([CH3:41])[N:9]=2)=[CH:4][CH:3]=1.ClC([O:45][C:46](C)=C)=O.[N:49]1[CH:54]=CC=C[CH:50]=1. No catalyst specified. The product is [CH3:50][N:49]([CH3:54])[C:46]([NH:1][C:2]1[CH:3]=[CH:4][C:5]([C:8]2[C:12]([C:13]3[CH:18]=[CH:17][N:16]=[C:15]4[NH:19][C:20]([C:22]5[CH:27]=[N:26][C:25]([N:28]6[CH2:29][CH2:30][N:31]([C:34]([O:36][C:37]([CH3:38])([CH3:40])[CH3:39])=[O:35])[CH2:32][CH2:33]6)=[N:24][CH:23]=5)=[CH:21][C:14]=34)=[CH:11][N:10]([CH3:41])[N:9]=2)=[CH:6][CH:7]=1)=[O:45]. The yield is 0.270. (6) The reactants are [C:1]1([CH:7]([C:11]2[CH:16]=[CH:15][CH:14]=[CH:13][CH:12]=2)[CH2:8][CH2:9][NH2:10])[CH:6]=[CH:5][CH:4]=[CH:3][CH:2]=1.Br[CH2:18][C:19]([O:21][CH2:22][CH3:23])=[O:20].C(=O)([O-])[O-].[K+].[K+]. The catalyst is C(#N)C. The product is [CH2:22]([O:21][C:19](=[O:20])[CH2:18][NH:10][CH2:9][CH2:8][CH:7]([C:1]1[CH:2]=[CH:3][CH:4]=[CH:5][CH:6]=1)[C:11]1[CH:12]=[CH:13][CH:14]=[CH:15][CH:16]=1)[CH3:23]. The yield is 0.690.